Dataset: Forward reaction prediction with 1.9M reactions from USPTO patents (1976-2016). Task: Predict the product of the given reaction. (1) Given the reactants C[N:2]1CCN(C2C=CC(NC3C4[N:17]([N:29]=[CH:30]N=4)[C:18]([C:21]4C=C(C(N)=O)SC=4)=CN=3)=CC=2)CC1.Br[C:33]1[N:38]2[N:39]=[CH:40][N:41]=[C:37]2[C:36]([NH:42][C:43]2[CH:44]=[CH:45][C:46]([N:52]3[CH2:57][CH2:56][O:55][CH2:54][CH2:53]3)=[C:47]([CH:51]=2)[C:48]([NH2:50])=[O:49])=[N:35][CH:34]=1.CC1(C)C(C)(C)OB(C2C=NNC=2)O1, predict the reaction product. The product is: [NH3:2].[NH:17]1[CH:18]=[C:21]([C:33]2[N:38]3[N:39]=[CH:40][N:41]=[C:37]3[C:36]([NH:42][C:43]3[CH:44]=[CH:45][C:46]([N:52]4[CH2:53][CH2:54][O:55][CH2:56][CH2:57]4)=[C:47]([CH:51]=3)[C:48]([NH2:50])=[O:49])=[N:35][CH:34]=2)[CH:30]=[N:29]1. (2) The product is: [Cl:1][C:2]1[CH:3]=[C:4]([NH:11][C:12]2[CH:13]=[CH:14][C:15]([NH:18][C:19](=[O:20])[O:21][C:22]([CH3:25])([CH3:24])[CH3:23])=[CH:16][CH:17]=2)[C:5]2[N:6]([CH:8]=[CH:9][N:10]=2)[N:7]=1. Given the reactants [Cl:1][C:2]1[CH:3]=[C:4]([NH:11][C:12]2[CH:17]=[CH:16][C:15]([NH2:18])=[CH:14][CH:13]=2)[C:5]2[N:6]([CH:8]=[CH:9][N:10]=2)[N:7]=1.[C:19](O[C:19]([O:21][C:22]([CH3:25])([CH3:24])[CH3:23])=[O:20])([O:21][C:22]([CH3:25])([CH3:24])[CH3:23])=[O:20], predict the reaction product. (3) Given the reactants [Br:1][C:2]1[CH:3]=[C:4]2[C:8](=[CH:9][CH:10]=1)[N:7]([S:11]([C:14]1[CH:15]=[CH:16][C:17]([O:32][CH3:33])=[C:18]([N:20]3[CH2:25][CH2:24][N:23](C(=O)C(Cl)(Cl)Cl)[CH2:22][CH2:21]3)[CH:19]=1)(=[O:13])=[O:12])[CH:6]=[C:5]2[CH3:34].[OH-].[K+], predict the reaction product. The product is: [Br:1][C:2]1[CH:3]=[C:4]2[C:8](=[CH:9][CH:10]=1)[N:7]([S:11]([C:14]1[CH:15]=[CH:16][C:17]([O:32][CH3:33])=[C:18]([N:20]3[CH2:25][CH2:24][NH:23][CH2:22][CH2:21]3)[CH:19]=1)(=[O:13])=[O:12])[CH:6]=[C:5]2[CH3:34]. (4) Given the reactants [Cl:1][S:2]([OH:5])(=O)=[O:3].[Br:6][C:7]1[S:8][CH:9]=[CH:10][C:11]=1[Cl:12].ClCl, predict the reaction product. The product is: [Br:6][C:7]1[S:8][C:9]([S:2]([Cl:1])(=[O:5])=[O:3])=[CH:10][C:11]=1[Cl:12].